Dataset: Reaction yield outcomes from USPTO patents with 853,638 reactions. Task: Predict the reaction yield, written as a fraction of the theoretical maximum amount of product (1.0 means a 100% yield; for example, 0.34 means a 34% yield). The reactants are [OH:1][C:2]1[CH:7]=[CH:6][C:5]([NH:8][C:9]([C:11]2([C:14]([NH:16][C:17]3[CH:22]=[CH:21][C:20]([F:23])=[CH:19][CH:18]=3)=[O:15])[CH2:13][CH2:12]2)=[O:10])=[CH:4][CH:3]=1.[CH3:24][O:25][C:26]1[CH:27]=[C:28]2[C:33](=[CH:34][C:35]=1[O:36][CH3:37])[N:32]=[CH:31][CH:30]=[C:29]2OS(C(F)(F)F)(=O)=O. The catalyst is N1C(C)=CC=CC=1C. The product is [CH3:24][O:25][C:26]1[CH:27]=[C:28]2[C:33](=[CH:34][C:35]=1[O:36][CH3:37])[N:32]=[CH:31][CH:30]=[C:29]2[O:1][C:2]1[CH:7]=[CH:6][C:5]([NH:8][C:9]([C:11]2([C:14]([NH:16][C:17]3[CH:18]=[CH:19][C:20]([F:23])=[CH:21][CH:22]=3)=[O:15])[CH2:13][CH2:12]2)=[O:10])=[CH:4][CH:3]=1. The yield is 0.440.